From a dataset of Full USPTO retrosynthesis dataset with 1.9M reactions from patents (1976-2016). Predict the reactants needed to synthesize the given product. (1) The reactants are: [C:1](=[N:14][C:15]1[CH:16]=[CH:17][C:18]([F:32])=[C:19]([C@:21]2([CH3:31])[CH2:27][C:26]([CH3:29])([CH3:28])[O:25][CH2:24][C:23](=O)[NH:22]2)[CH:20]=1)([C:8]1[CH:13]=[CH:12][CH:11]=[CH:10][CH:9]=1)[C:2]1[CH:7]=[CH:6][CH:5]=[CH:4][CH:3]=1.COC1C=CC(P2(=S)SP(=S)(C3C=CC(OC)=CC=3)[S:42]2)=CC=1. Given the product [C:1](=[N:14][C:15]1[CH:16]=[CH:17][C:18]([F:32])=[C:19]([C@:21]2([CH3:31])[CH2:27][C:26]([CH3:29])([CH3:28])[O:25][CH2:24][C:23](=[S:42])[NH:22]2)[CH:20]=1)([C:8]1[CH:13]=[CH:12][CH:11]=[CH:10][CH:9]=1)[C:2]1[CH:7]=[CH:6][CH:5]=[CH:4][CH:3]=1, predict the reactants needed to synthesize it. (2) The reactants are: [C:1]([C:3]1([NH:12][C:13](=[O:20])[CH:14]([OH:19])[CH2:15][CH:16]([CH3:18])[CH3:17])[CH2:8][CH2:7][N:6]([CH2:9][CH2:10][CH3:11])[CH2:5][CH2:4]1)#[N:2].Cl[C:22](OC1C=CC([N+]([O-])=O)=CC=1)=[O:23].CN1CCOCC1.[CH2:41]([NH2:48])[C:42]1[CH:47]=[CH:46][CH:45]=[CH:44][CH:43]=1. Given the product [C:1]([C:3]1([NH:12][C:13]([CH:14]([O:19][C:22](=[O:23])[NH:48][CH2:41][C:42]2[CH:47]=[CH:46][CH:45]=[CH:44][CH:43]=2)[CH2:15][CH:16]([CH3:17])[CH3:18])=[O:20])[CH2:4][CH2:5][N:6]([CH2:9][CH2:10][CH3:11])[CH2:7][CH2:8]1)#[N:2], predict the reactants needed to synthesize it. (3) Given the product [C:17]([C@H:11]1[C@H:12]2[CH2:16][C@H:15]([CH:14]=[CH:13]2)[C@H:10]1[NH:9][C:6]1[C:5]([Cl:20])=[CH:4][N:3]=[C:2]2[NH:1][C:21]([C:23]3[CH:33]=[CH:32][C:26]([O:27][CH2:28][C:29]([OH:31])=[O:30])=[CH:25][CH:24]=3)=[N:8][C:7]=12)(=[O:18])[NH2:19], predict the reactants needed to synthesize it. The reactants are: [NH2:1][C:2]1[C:7]([NH2:8])=[C:6]([NH:9][C@@H:10]2[C@@H:15]3[CH2:16][C@@H:12]([CH:13]=[CH:14]3)[C@@H:11]2[C:17]([NH2:19])=[O:18])[C:5]([Cl:20])=[CH:4][N:3]=1.[CH:21]([C:23]1[CH:33]=[CH:32][C:26]([O:27][CH2:28][C:29]([OH:31])=[O:30])=[CH:25][CH:24]=1)=O. (4) The reactants are: [CH2:1]([CH:4]([CH2:12][CH2:13][CH2:14][CH3:15])[CH:5]([OH:11])[CH2:6][C:7]([O:9]C)=[O:8])[CH:2]=[CH2:3]. Given the product [CH2:1]([CH:4]([CH2:12][CH2:13][CH2:14][CH3:15])[CH:5]([OH:11])[CH2:6][C:7]([OH:9])=[O:8])[CH:2]=[CH2:3], predict the reactants needed to synthesize it. (5) Given the product [CH2:1]([N:3]1[C:7]2=[N:8][C:9]([CH2:48][CH3:49])=[C:10]([CH2:19][NH:20][C:21]([C:23]3[CH:28]=[C:27]([CH3:29])[CH:26]=[C:25]([C:30]([NH:32][CH2:33][C:34]4[CH:35]=[C:36]([C:40]5[CH:45]=[CH:44][CH:43]=[C:42]([CH2:46][N:55]6[CH2:54][CH2:53][NH:52][C@@H:51]([CH3:50])[CH2:56]6)[CH:41]=5)[CH:37]=[CH:38][CH:39]=4)=[O:31])[CH:24]=3)=[O:22])[C:11]([NH:12][CH:13]3[CH2:14][CH2:15][O:16][CH2:17][CH2:18]3)=[C:6]2[CH:5]=[N:4]1)[CH3:2], predict the reactants needed to synthesize it. The reactants are: [CH2:1]([N:3]1[C:7]2=[N:8][C:9]([CH2:48][CH3:49])=[C:10]([CH2:19][NH:20][C:21]([C:23]3[CH:28]=[C:27]([CH3:29])[CH:26]=[C:25]([C:30]([NH:32][CH2:33][C:34]4[CH:35]=[C:36]([C:40]5[CH:45]=[CH:44][CH:43]=[C:42]([CH:46]=O)[CH:41]=5)[CH:37]=[CH:38][CH:39]=4)=[O:31])[CH:24]=3)=[O:22])[C:11]([NH:12][CH:13]3[CH2:18][CH2:17][O:16][CH2:15][CH2:14]3)=[C:6]2[CH:5]=[N:4]1)[CH3:2].[CH3:50][C@H:51]1[CH2:56][NH:55][CH2:54][CH2:53][N:52]1C(OC(C)(C)C)=O.C(O)(=O)C.C(O[BH-](OC(=O)C)OC(=O)C)(=O)C. (6) Given the product [CH2:47]([N:50]1[CH2:55][CH2:54][N:53]([C:57]2[N:62]=[CH:61][C:60]([O:63][S:64]([C:67]3[CH:68]=[CH:69][C:70]([CH:73]([CH3:75])[CH3:74])=[CH:71][CH:72]=3)(=[O:66])=[O:65])=[CH:59][CH:58]=2)[CH2:52][CH2:51]1)[CH:48]=[CH2:49], predict the reactants needed to synthesize it. The reactants are: C1C=CC(P(C2C(C3C(P(C4C=CC=CC=4)C4C=CC=CC=4)=CC=C4C=3C=CC=C4)=C3C(C=CC=C3)=CC=2)C2C=CC=CC=2)=CC=1.[CH2:47]([N:50]1[CH2:55][CH2:54][NH:53][CH2:52][CH2:51]1)[CH:48]=[CH2:49].Cl[C:57]1[N:62]=[CH:61][C:60]([O:63][S:64]([C:67]2[CH:72]=[CH:71][C:70]([CH:73]([CH3:75])[CH3:74])=[CH:69][CH:68]=2)(=[O:66])=[O:65])=[CH:59][CH:58]=1. (7) The reactants are: [NH2:1][C:2]([CH2:21][CH2:22][C:23]([O:25][C:26]([CH3:29])([CH3:28])[CH3:27])=[O:24])([CH2:12][CH2:13][C:14]([O:16][C:17]([CH3:20])([CH3:19])[CH3:18])=[O:15])[CH2:3][CH2:4][C:5]([O:7][C:8]([CH3:11])([CH3:10])[CH3:9])=[O:6].[Br:30][CH2:31][C:32](Br)=[O:33].CCN(CC)CC. Given the product [Br:30][CH2:31][C:32]([NH:1][C:2]([CH2:12][CH2:13][C:14]([O:16][C:17]([CH3:18])([CH3:19])[CH3:20])=[O:15])([CH2:3][CH2:4][C:5]([O:7][C:8]([CH3:11])([CH3:9])[CH3:10])=[O:6])[CH2:21][CH2:22][C:23]([O:25][C:26]([CH3:29])([CH3:28])[CH3:27])=[O:24])=[O:33], predict the reactants needed to synthesize it.